From a dataset of Reaction yield outcomes from USPTO patents with 853,638 reactions. Predict the reaction yield, written as a fraction of the theoretical maximum amount of product (1.0 means a 100% yield; for example, 0.34 means a 34% yield). (1) The reactants are [CH:1]1([NH:7][C:8]2[N:13]=[C:12]([C:14]3[C:22]4[C:17](=[N:18][CH:19]=[CH:20][CH:21]=4)[NH:16][CH:15]=3)[CH:11]=[CH:10][N:9]=2)[CH2:6][CH2:5][CH2:4][CH2:3][CH2:2]1.[CH3:23][S:24](Cl)(=[O:26])=[O:25]. No catalyst specified. The product is [CH:1]1([NH:7][C:8]2[N:13]=[C:12]([C:14]3[C:22]4[C:17](=[N:18][CH:19]=[CH:20][CH:21]=4)[N:16]([S:24]([CH3:23])(=[O:26])=[O:25])[CH:15]=3)[CH:11]=[CH:10][N:9]=2)[CH2:2][CH2:3][CH2:4][CH2:5][CH2:6]1. The yield is 0.910. (2) The reactants are Cl[CH2:2][C:3]1[C:4]([CH3:9])=[N:5][O:6][C:7]=1[CH3:8].[C:10]([O:14][C:15]([N:17]1[CH2:22][CH2:21][NH:20][CH2:19][CH2:18]1)=[O:16])([CH3:13])([CH3:12])[CH3:11].CCN(C(C)C)C(C)C. The catalyst is C(Cl)Cl. The product is [CH3:9][C:4]1[C:3]([CH2:2][N:20]2[CH2:19][CH2:18][N:17]([C:15]([O:14][C:10]([CH3:13])([CH3:12])[CH3:11])=[O:16])[CH2:22][CH2:21]2)=[C:7]([CH3:8])[O:6][N:5]=1. The yield is 0.550. (3) The reactants are C[O:2][C:3]([C@H:5]1[CH2:9][C@@H:8]([NH:10][C:11]([O:13][C:14]([CH3:17])([CH3:16])[CH3:15])=[O:12])[C@@H:7]([OH:18])[CH2:6]1)=[O:4].N1C=CN=C1.[CH3:24][C:25]([Si:28](Cl)([CH3:30])[CH3:29])([CH3:27])[CH3:26].Cl. The catalyst is C(Cl)Cl.CN(C1C=CN=CC=1)C.C(O)(C)C.[OH-].[Na+].C(Cl)(Cl)Cl. The product is [C:11]([NH:10][C@@H:8]1[CH2:9][C@H:5]([C:3]([OH:2])=[O:4])[CH2:6][C@@H:7]1[O:18][Si:28]([C:25]([CH3:27])([CH3:26])[CH3:24])([CH3:30])[CH3:29])([O:13][C:14]([CH3:17])([CH3:16])[CH3:15])=[O:12]. The yield is 0.871.